From a dataset of Peptide-MHC class I binding affinity with 185,985 pairs from IEDB/IMGT. Regression. Given a peptide amino acid sequence and an MHC pseudo amino acid sequence, predict their binding affinity value. This is MHC class I binding data. The peptide sequence is ELAPIRVNA. The MHC is HLA-A24:03 with pseudo-sequence HLA-A24:03. The binding affinity (normalized) is 0.0847.